The task is: Regression. Given a peptide amino acid sequence and an MHC pseudo amino acid sequence, predict their binding affinity value. This is MHC class II binding data.. This data is from Peptide-MHC class II binding affinity with 134,281 pairs from IEDB. (1) The peptide sequence is TDPVELALYQPANKH. The MHC is DRB1_0101 with pseudo-sequence DRB1_0101. The binding affinity (normalized) is 0.486. (2) The peptide sequence is NDLAKYKANWIEIMR. The MHC is DRB5_0101 with pseudo-sequence DRB5_0101. The binding affinity (normalized) is 0.445. (3) The peptide sequence is KGQKRIKCFNCGKEGHL. The MHC is DRB3_0101 with pseudo-sequence DRB3_0101. The binding affinity (normalized) is 0. (4) The peptide sequence is ANATVYMIDSVLMPP. The MHC is DRB1_1302 with pseudo-sequence DRB1_1302. The binding affinity (normalized) is 0.806.